From a dataset of Full USPTO retrosynthesis dataset with 1.9M reactions from patents (1976-2016). Predict the reactants needed to synthesize the given product. (1) Given the product [Cl:2][C:3]1[CH:4]=[C:5]2[C:9](=[CH:10][CH:11]=1)[NH:8][CH:7]=[C:6]2[CH2:12][CH2:13][NH:14][C:70]([CH:67]1[CH2:68][CH2:69][N:65]([C:62]2[CH:63]=[CH:64][C:59]([O:58][CH3:57])=[CH:60][CH:61]=2)[C:66]1=[O:73])=[O:71], predict the reactants needed to synthesize it. The reactants are: Cl.[Cl:2][C:3]1[CH:4]=[C:5]2[C:9](=[CH:10][CH:11]=1)[NH:8][CH:7]=[C:6]2[CH2:12][CH2:13][NH2:14].C1CN([P+](ON2N=NC3C=CC=CC2=3)(N2CCCC2)N2CCCC2)CC1.F[P-](F)(F)(F)(F)F.C(N(CC)C(C)C)(C)C.[CH3:57][O:58][C:59]1[CH:64]=[CH:63][C:62]([N:65]2[CH2:69][CH2:68][CH:67]([C:70](O)=[O:71])[C:66]2=[O:73])=[CH:61][CH:60]=1. (2) Given the product [Cl:13][C:14]1[CH:19]=[C:18]([C:8]2[CH:9]=[CH:10][C:5]3[NH:4][C:3](=[O:12])[N:2]([CH3:1])[C:6]=3[CH:7]=2)[CH:17]=[CH:16][CH:15]=1, predict the reactants needed to synthesize it. The reactants are: [CH3:1][N:2]1[C:6]2[CH:7]=[C:8](Br)[CH:9]=[CH:10][C:5]=2[NH:4][C:3]1=[O:12].[Cl:13][C:14]1[CH:15]=[C:16](B(O)O)[CH:17]=[CH:18][CH:19]=1. (3) Given the product [C:22]([C:19]1[N:20]=[CH:21][C:16]2[CH:3]=[C:2]([CH2:1][C:4]3[CH:9]=[CH:8][C:7]([CH2:10][S:11]([NH2:14])(=[O:12])=[O:13])=[CH:6][CH:5]=3)[N:24]([CH2:25][C:26]([CH3:29])([CH3:28])[CH3:27])[C:17]=2[N:18]=1)#[N:23], predict the reactants needed to synthesize it. The reactants are: [CH2:1]([C:4]1[CH:9]=[CH:8][C:7]([CH2:10][S:11]([NH2:14])(=[O:13])=[O:12])=[CH:6][CH:5]=1)[C:2]#[CH:3].Br[C:16]1[C:17]([NH:24][CH2:25][C:26]([CH3:29])([CH3:28])[CH3:27])=[N:18][C:19]([C:22]#[N:23])=[N:20][CH:21]=1.C(N(CC)CC)C.